From a dataset of Forward reaction prediction with 1.9M reactions from USPTO patents (1976-2016). Predict the product of the given reaction. (1) Given the reactants [Cl:1][C:2]1[CH:7]=[CH:6][C:5]([Cl:8])=[CH:4][N:3]=1.[Li]CCCC.CCCC(C)C.C(NC(C)C)(C)C.[I:27]I, predict the reaction product. The product is: [Cl:1][C:2]1[CH:7]=[C:6]([I:27])[C:5]([Cl:8])=[CH:4][N:3]=1. (2) Given the reactants [N:1]1([C:6]2[CH:7]=[C:8]3[C:13](=[CH:14][C:15]=2[C:16]([F:19])([F:18])[F:17])[NH:12][C:11](=[O:20])[N:10]([NH:21][S:22]([CH3:25])(=[O:24])=[O:23])[C:9]3=[O:26])[CH:5]=[CH:4][N:3]=[CH:2]1.[C:27](Cl)(=[O:29])[CH3:28], predict the reaction product. The product is: [C:27]([N:21]([N:10]1[C:9](=[O:26])[C:8]2[C:13](=[CH:14][C:15]([C:16]([F:18])([F:19])[F:17])=[C:6]([N:1]3[CH:5]=[CH:4][N:3]=[CH:2]3)[CH:7]=2)[NH:12][C:11]1=[O:20])[S:22]([CH3:25])(=[O:23])=[O:24])(=[O:29])[CH3:28]. (3) Given the reactants [Cl:1][C:2]1[C:3]([NH:13][CH:14]([CH3:17])[CH2:15]O)=[N:4][C:5]2[C:10]([N:11]=1)=[CH:9][CH:8]=[C:7]([Cl:12])[CH:6]=2.[Cl:18][C:19]1[C:20]([NH:30][CH:31]([CH3:34])[CH2:32]O)=[N:21][C:22]2[C:27]([N:28]=1)=[CH:26][C:25]([Cl:29])=[CH:24][CH:23]=2.O=S(Cl)Cl, predict the reaction product. The product is: [Cl:1][C:2]1[C:3]2[N:4]([CH2:15][CH:14]([CH3:17])[N:13]=2)[C:5]2[C:10]([N:11]=1)=[CH:9][CH:8]=[C:7]([Cl:12])[CH:6]=2.[Cl:18][C:19]1[C:20]2[N:21]([CH2:32][CH:31]([CH3:34])[N:30]=2)[C:22]2[C:27]([N:28]=1)=[CH:26][C:25]([Cl:29])=[CH:24][CH:23]=2. (4) Given the reactants O.C(=O)([O-])[O-].[K+].[K+].I[C:9]1[CH:18]=[CH:17][CH:16]=[CH:15][C:10]=1[C:11]([O:13][CH3:14])=[O:12].[C:19]([C:21]1[CH:26]=[CH:25][C:24](B(O)O)=[CH:23][CH:22]=1)#[N:20], predict the reaction product. The product is: [C:19]([C:21]1[CH:26]=[CH:25][C:24]([C:9]2[C:10]([C:11]([O:13][CH3:14])=[O:12])=[CH:15][CH:16]=[CH:17][CH:18]=2)=[CH:23][CH:22]=1)#[N:20]. (5) Given the reactants [NH2:1][C:2]([NH2:4])=[S:3].[O-]CC.[Na+].[CH3:9][O:10][CH:11]([O:19][CH3:20])[C:12](=O)[CH:13]=[CH:14]N(C)C, predict the reaction product. The product is: [CH3:9][O:10][CH:11]([O:19][CH3:20])[C:12]1[CH:13]=[CH:14][N:4]=[C:2]([SH:3])[N:1]=1. (6) Given the reactants [CH2:1]=[C:2]([C:4]1[CH:27]=[CH:26][C:7]([CH2:8][O:9][C:10]2[CH:15]=[CH:14][C:13]([C@@H:16]([C:21]3[CH:25]=[CH:24][O:23][N:22]=3)[CH2:17][C:18]([OH:20])=[O:19])=[CH:12][CH:11]=2)=[CH:6][C:5]=1[O:28][C:29]([F:32])([F:31])[F:30])[CH3:3].C1(C2C=C(C=CC=2OC(F)(F)F)COC2C=CC([C@@H](C3C=CON=3)CC(O)=O)=CC=2)CCCC1, predict the reaction product. The product is: [CH:2]([C:4]1[CH:27]=[CH:26][C:7]([CH2:8][O:9][C:10]2[CH:11]=[CH:12][C:13]([C@@H:16]([C:21]3[CH:25]=[CH:24][O:23][N:22]=3)[CH2:17][C:18]([OH:20])=[O:19])=[CH:14][CH:15]=2)=[CH:6][C:5]=1[O:28][C:29]([F:32])([F:31])[F:30])([CH3:3])[CH3:1].